Dataset: Reaction yield outcomes from USPTO patents with 853,638 reactions. Task: Predict the reaction yield, written as a fraction of the theoretical maximum amount of product (1.0 means a 100% yield; for example, 0.34 means a 34% yield). (1) The reactants are [CH3:1][O:2][C:3]1[CH:8]=[CH:7][C:6]([C:9]2[O:13][C:12]([CH3:15])([CH3:14])[C:11](=[O:16])[CH:10]=2)=[CH:5][CH:4]=1.C1C(=O)N([Br:24])C(=O)C1. The catalyst is C(Cl)(Cl)Cl.C(Cl)Cl. The product is [Br:24][C:10]1[C:11](=[O:16])[C:12]([CH3:14])([CH3:15])[O:13][C:9]=1[C:6]1[CH:5]=[CH:4][C:3]([O:2][CH3:1])=[CH:8][CH:7]=1. The yield is 0.650. (2) The reactants are [O:1]=[C:2]1[CH:7]([N:8]2[CH2:16][C:15]3[C:10](=[CH:11][CH:12]=[C:13]([C:17]#[N:18])[CH:14]=3)[C:9]2=[O:19])[CH2:6][CH2:5][C:4](=[O:20])[NH:3]1.CS(O)(=O)=O.OCC1(OC[C@@H](O)[C@@H](O)[C@H]1O)O. The catalyst is [Pd].CC(N(C)C)=O. The product is [NH2:18][CH2:17][C:13]1[CH:14]=[C:15]2[C:10](=[CH:11][CH:12]=1)[C:9](=[O:19])[N:8]([CH:7]1[CH2:6][CH2:5][C:4](=[O:20])[NH:3][C:2]1=[O:1])[CH2:16]2. The yield is 0.400. (3) The reactants are [Cl:1][C:2]1[CH:7]=[C:6]([F:8])[C:5]([C:9]2[C:18]3[C:13](=[CH:14][C:15]([N:19]4[CH2:24][CH2:23][O:22][CH2:21][CH2:20]4)=[CH:16][CH:17]=3)[N:12]=[CH:11][N:10]=2)=[CH:4][C:3]=1[C:25]([C:27]1[N:28]=[N:29][C:30](Cl)=[CH:31][CH:32]=1)=[O:26].[O:34]1[CH2:37][CH:36]([OH:38])[CH2:35]1.[H-].[Na+].Cl. The catalyst is O1CCOCC1.O. The product is [Cl:1][C:2]1[CH:7]=[C:6]([F:8])[C:5]([C:9]2[C:18]3[C:13](=[CH:14][C:15]([N:19]4[CH2:20][CH2:21][O:22][CH2:23][CH2:24]4)=[CH:16][CH:17]=3)[N:12]=[CH:11][N:10]=2)=[CH:4][C:3]=1[C:25]([C:27]1[N:28]=[N:29][C:30]([O:38][CH:36]2[CH2:37][O:34][CH2:35]2)=[CH:31][CH:32]=1)=[O:26]. The yield is 0.390.